Dataset: Full USPTO retrosynthesis dataset with 1.9M reactions from patents (1976-2016). Task: Predict the reactants needed to synthesize the given product. Given the product [CH:19]([O:18][C:15]1[CH:16]=[CH:17][C:12]([C:10]([N:7]2[CH2:8][CH2:9][C:4]3([O:23][CH:24]([C:26]4[CH:27]=[N:28][CH:29]=[CH:30][CH:31]=4)[CH2:25][C:2](=[O:1])[CH2:3]3)[CH2:5][CH2:6]2)=[O:11])=[CH:13][C:14]=1[CH3:22])([CH3:21])[CH3:20], predict the reactants needed to synthesize it. The reactants are: [OH:1][CH:2]1[CH2:25][CH:24]([C:26]2[CH:27]=[N:28][CH:29]=[CH:30][CH:31]=2)[O:23][C:4]2([CH2:9][CH2:8][N:7]([C:10]([C:12]3[CH:17]=[CH:16][C:15]([O:18][CH:19]([CH3:21])[CH3:20])=[C:14]([CH3:22])[CH:13]=3)=[O:11])[CH2:6][CH2:5]2)[CH2:3]1.CC(OI1(OC(C)=O)(OC(C)=O)OC(=O)C2C=CC=CC1=2)=O.